Dataset: Forward reaction prediction with 1.9M reactions from USPTO patents (1976-2016). Task: Predict the product of the given reaction. (1) Given the reactants [Cl:1][C:2]1[N:7]=[C:6]([CH2:8][O:9][C:10]2[CH:11]=[C:12]([O:28][C:29]3[CH:34]=[CH:33][C:32]([S:35]([CH3:38])(=[O:37])=[O:36])=[CH:31][CH:30]=3)[CH:13]=[C:14]3[C:18]=2[NH:17][C:16]([C:19]2[S:20][CH:21]([CH2:24][C:25](O)=[O:26])[CH2:22][N:23]=2)=[CH:15]3)[CH:5]=[CH:4][CH:3]=1.Cl.C[N:41](C)CCCN=C=NCC.[NH4+].ON1C2C=CC=CC=2N=N1.CN(C)C=O, predict the reaction product. The product is: [Cl:1][C:2]1[N:7]=[C:6]([CH2:8][O:9][C:10]2[CH:11]=[C:12]([O:28][C:29]3[CH:30]=[CH:31][C:32]([S:35]([CH3:38])(=[O:36])=[O:37])=[CH:33][CH:34]=3)[CH:13]=[C:14]3[C:18]=2[NH:17][C:16]([C:19]2[S:20][CH:21]([CH2:24][C:25]([NH2:41])=[O:26])[CH2:22][N:23]=2)=[CH:15]3)[CH:5]=[CH:4][CH:3]=1. (2) The product is: [Cl:32][C:22]1[C:23]([NH:25][C:26]2[CH:30]=[C:29]([CH3:31])[NH:28][N:27]=2)=[N:24][C:19]([NH:18][C:14]2[C:15]([CH3:17])=[CH:16][C:11]([CH:8]3[CH2:7][CH2:6][N:5]([C:3](=[O:4])[C:2]([NH:1][CH2:42][CH3:43])([CH3:35])[CH3:34])[CH2:10][CH2:9]3)=[C:12]([CH3:33])[CH:13]=2)=[N:20][CH:21]=1. Given the reactants [NH2:1][C:2]([CH3:35])([CH3:34])[C:3]([N:5]1[CH2:10][CH2:9][CH:8]([C:11]2[CH:16]=[C:15]([CH3:17])[C:14]([NH:18][C:19]3[N:24]=[C:23]([NH:25][C:26]4[CH:30]=[C:29]([CH3:31])[NH:28][N:27]=4)[C:22]([Cl:32])=[CH:21][N:20]=3)=[CH:13][C:12]=2[CH3:33])[CH2:7][CH2:6]1)=[O:4].C([O-])([O-])=O.[K+].[K+].[CH2:42](I)[CH3:43].[NH4+].[Cl-], predict the reaction product. (3) The product is: [OH:19][C:16]1([CH2:2][C:3]([O:5][CH2:6][CH3:7])=[O:4])[C:17]2[C:12](=[CH:11][CH:10]=[C:9]([Br:8])[CH:18]=2)[C:13]([CH3:21])([CH3:20])[CH2:14][CH2:15]1. Given the reactants Br[CH2:2][C:3]([O:5][CH2:6][CH3:7])=[O:4].[Br:8][C:9]1[CH:18]=[C:17]2[C:12]([C:13]([CH3:21])([CH3:20])[CH2:14][CH2:15][C:16]2=[O:19])=[CH:11][CH:10]=1, predict the reaction product. (4) Given the reactants [CH2:1]([C@@:4]1([CH3:30])[CH2:9][C@H:8]([C:10]2[CH:15]=[CH:14][CH:13]=[C:12]([Cl:16])[CH:11]=2)[C@@H:7]([C:17]2[CH:22]=[CH:21][C:20]([Cl:23])=[CH:19][CH:18]=2)[N:6]([C@@H:24]([CH2:27][CH3:28])[CH:25]=O)[C:5]1=[O:29])[CH:2]=[CH2:3].[N:31]1([C:37]([O:39][C:40]([CH3:43])([CH3:42])[CH3:41])=[O:38])[CH2:36][CH2:35][NH:34][CH2:33][CH2:32]1, predict the reaction product. The product is: [CH2:1]([C@@:4]1([CH3:30])[CH2:9][C@H:8]([C:10]2[CH:15]=[CH:14][CH:13]=[C:12]([Cl:16])[CH:11]=2)[C@@H:7]([C:17]2[CH:22]=[CH:21][C:20]([Cl:23])=[CH:19][CH:18]=2)[N:6]([C@@H:24]([CH2:27][CH3:28])[CH2:25][N:34]2[CH2:35][CH2:36][N:31]([C:37]([O:39][C:40]([CH3:43])([CH3:42])[CH3:41])=[O:38])[CH2:32][CH2:33]2)[C:5]1=[O:29])[CH:2]=[CH2:3]. (5) Given the reactants Cl[C:2]1[C:3](=[O:12])[N:4]([CH2:9][O:10][CH3:11])[N:5]=[CH:6][C:7]=1[Cl:8].[CH3:13][O-:14].[Na+], predict the reaction product. The product is: [Cl:8][C:7]1[CH:6]=[N:5][N:4]([CH2:9][O:10][CH3:11])[C:3](=[O:12])[C:2]=1[O:14][CH3:13]. (6) The product is: [CH3:1][C:2]1[CH:7]=[CH:6][C:5]([O:8][CH2:14][C:13]([F:27])([F:26])[F:12])=[CH:4][C:3]=1[N+:9]([O-:11])=[O:10]. Given the reactants [CH3:1][C:2]1[CH:7]=[CH:6][C:5]([OH:8])=[CH:4][C:3]=1[N+:9]([O-:11])=[O:10].[F:12][C:13]([F:27])([F:26])[CH2:14]OS(C1C=CC(C)=CC=1)(=O)=O, predict the reaction product. (7) Given the reactants [Cl:1][C:2]1[CH:3]=[C:4](B2OC(C)(C)C(C)(C)O2)[CH:5]=[C:6]([Cl:9])[C:7]=1[CH3:8].Br[C:20]1[CH:25]=[CH:24][C:23]([F:26])=[CH:22][CH:21]=1.C(=O)([O-])[O-].[K+].[K+], predict the reaction product. The product is: [Cl:9][C:6]1[CH:5]=[C:4]([C:20]2[CH:25]=[CH:24][C:23]([F:26])=[CH:22][CH:21]=2)[CH:3]=[C:2]([Cl:1])[C:7]=1[CH3:8].